Task: Regression. Given a peptide amino acid sequence and an MHC pseudo amino acid sequence, predict their binding affinity value. This is MHC class II binding data.. Dataset: Peptide-MHC class II binding affinity with 134,281 pairs from IEDB (1) The peptide sequence is TVDKSKPKVYQWF. The MHC is DRB5_0101 with pseudo-sequence DRB5_0101. The binding affinity (normalized) is 0. (2) The peptide sequence is MLVLTHGLASVVVHT. The MHC is DRB1_1101 with pseudo-sequence DRB1_1101. The binding affinity (normalized) is 0.502.